This data is from Reaction yield outcomes from USPTO patents with 853,638 reactions. The task is: Predict the reaction yield, written as a fraction of the theoretical maximum amount of product (1.0 means a 100% yield; for example, 0.34 means a 34% yield). (1) The reactants are [CH2:1]([N:3]([CH2:14][CH2:15][NH:16][C:17]([C:19]1[CH:28]=[N:27][C:26]2[C:21](=[CH:22][CH:23]=[C:24]([I:29])[CH:25]=2)[N:20]=1)=[O:18])[CH2:4][CH2:5][NH:6][C:7]1[CH:12]=[CH:11][CH:10]=[C:9]([F:13])[N:8]=1)[CH3:2].[ClH:30].Cl.C(N(CCNC(C1C=NC2C(=CC=C(I)C=2)N=1)=O)CCOC1C(F)=NC=CC=1)C. No catalyst specified. The product is [ClH:30].[ClH:30].[CH2:1]([N:3]([CH2:14][CH2:15][NH:16][C:17]([C:19]1[CH:28]=[N:27][C:26]2[C:21](=[CH:22][CH:23]=[C:24]([I:29])[CH:25]=2)[N:20]=1)=[O:18])[CH2:4][CH2:5][NH:6][C:7]1[CH:12]=[CH:11][CH:10]=[C:9]([F:13])[N:8]=1)[CH3:2]. The yield is 0.800. (2) The reactants are [C:1]([Cl:6])(=[O:5])[C:2](Cl)=[O:3].[C:7]1([C:13]2[CH:14]=[C:15]3[N:20]([CH:21]=2)[CH2:19][CH2:18][CH2:17][CH2:16]3)[CH:12]=[CH:11][CH:10]=[CH:9][CH:8]=1. The catalyst is C1(C)C=CC=CC=1.C1COCC1. The product is [O:3]=[C:2]([C:21]1[N:20]2[C:15]([CH2:16][CH2:17][CH2:18][CH2:19]2)=[CH:14][C:13]=1[C:7]1[CH:12]=[CH:11][CH:10]=[CH:9][CH:8]=1)[C:1]([Cl:6])=[O:5]. The yield is 0.890. (3) The reactants are [Cl:1][C:2]1[O:25][C:5]2=[C:6]([N:10](C(OC(C)(C)C)=O)C(OC(C)(C)C)=O)[N:7]=[CH:8][CH:9]=[C:4]2[CH:3]=1.Cl.O1CCOCC1. The catalyst is C(Cl)Cl. The product is [Cl:1][C:2]1[O:25][C:5]2=[C:6]([NH2:10])[N:7]=[CH:8][CH:9]=[C:4]2[CH:3]=1. The yield is 1.00. (4) The reactants are [S:1]([N:11]1[C:15]2=[N:16][CH:17]=[C:18]([CH:20](O)[CH2:21][CH:22]=[CH2:23])[N:19]=[C:14]2[CH:13]=[CH:12]1)([C:4]1[CH:10]=[CH:9][C:7]([CH3:8])=[CH:6][CH:5]=1)(=[O:3])=[O:2].S(Cl)(Cl)=O.C([O-])(O)=O.[Na+].[N-:34]=[N+:35]=[N-:36].[Na+]. The catalyst is C(Cl)Cl.CCOC(C)=O. The product is [N:34]([CH:20]([C:18]1[N:19]=[C:14]2[CH:13]=[CH:12][N:11]([S:1]([C:4]3[CH:10]=[CH:9][C:7]([CH3:8])=[CH:6][CH:5]=3)(=[O:3])=[O:2])[C:15]2=[N:16][CH:17]=1)[CH2:21][CH:22]=[CH2:23])=[N+:35]=[N-:36]. The yield is 0.870. (5) The reactants are C([O:5][C:6]([N:8]1[CH2:12][CH2:11][CH2:10][CH:9]1[C:13]1[NH:14][C:15]([C:18]2[CH:23]=[CH:22][C:21]([C:24]3[CH:29]=[CH:28][C:27](B4OC(C)(C)C(C)(C)O4)=[CH:26][C:25]=3[C:39]#[N:40])=[CH:20][CH:19]=2)=[CH:16][N:17]=1)=O)(C)(C)C.C(O[C:46]([N:48]1[CH2:52][CH2:51][CH2:50][CH:49]1[C:53]1[NH:54][C:55](Br)=[CH:56][N:57]=1)=[O:47])(C)(C)C.[C:59](=[O:62])([O-:61])[O-].[K+].[K+].[C:65](=O)(O)[O-].[Na+].Cl.[CH3:71][O:72][C:73]([NH:75][CH:76]([CH:80]([CH3:82])[CH3:81])C(O)=O)=[O:74].[CH3:83][N:84](C(ON1N=NC2C=CC=NC1=2)=[N+](C)C)C.F[P-](F)(F)(F)(F)F.CCN([CH:113]([CH3:115])[CH3:114])C(C)C. The catalyst is COCCOC.O1CCOCC1.C1C=CC([P]([Pd]([P](C2C=CC=CC=2)(C2C=CC=CC=2)C2C=CC=CC=2)([P](C2C=CC=CC=2)(C2C=CC=CC=2)C2C=CC=CC=2)[P](C2C=CC=CC=2)(C2C=CC=CC=2)C2C=CC=CC=2)(C2C=CC=CC=2)C2C=CC=CC=2)=CC=1.C1C=CC(P(C2C=CC=CC=2)[C-]2C=CC=C2)=CC=1.C1C=CC(P(C2C=CC=CC=2)[C-]2C=CC=C2)=CC=1.Cl[Pd]Cl.[Fe+2].CN(C=O)C.ClCCl. The product is [CH3:71][O:72][C:73](=[O:74])[NH:75][CH:76]([C:6]([N:8]1[CH2:12][CH2:11][CH2:10][CH:9]1[C:13]1[NH:14][C:15]([C:18]2[CH:19]=[CH:20][C:21]([C:24]3[CH:29]=[CH:28][C:27]([C:55]4[NH:54][C:53]([CH:49]5[CH2:50][CH2:51][CH2:52][N:48]5[C:46](=[O:47])[CH:83]([NH:84][C:59]([O:61][CH3:65])=[O:62])[CH:113]([CH3:114])[CH3:115])=[N:57][CH:56]=4)=[CH:26][C:25]=3[C:39]#[N:40])=[CH:22][CH:23]=2)=[CH:16][N:17]=1)=[O:5])[CH:80]([CH3:82])[CH3:81]. The yield is 0.370. (6) The reactants are N([O-])=O.[Na+].O.[CH2:6]([C:8]1[CH:14]=[CH:13][C:11](N)=[CH:10][C:9]=1[N+:15]([O-:17])=[O:16])[CH3:7].[ClH:18]. The catalyst is [Cu]Cl. The product is [Cl:18][C:11]1[CH:13]=[CH:14][C:8]([CH2:6][CH3:7])=[C:9]([N+:15]([O-:17])=[O:16])[CH:10]=1. The yield is 0.560. (7) The reactants are C(=O)([O-])[O-].[Na+].[Na+].[F:7][C:8]1[CH:13]=[C:12](B(O)O)[CH:11]=[CH:10][N:9]=1.[Cl:17][C:18]1[N:23]=[C:22](Cl)[CH:21]=[CH:20][N:19]=1. The catalyst is O1CCOCC1.O.O.C1C=CC(P(C2C=CC=CC=2)[C-]2C=CC=C2)=CC=1.C1C=CC(P(C2C=CC=CC=2)[C-]2C=CC=C2)=CC=1.Cl[Pd]Cl.[Fe+2]. The product is [Cl:17][C:18]1[N:23]=[C:22]([C:12]2[CH:11]=[CH:10][N:9]=[C:8]([F:7])[CH:13]=2)[CH:21]=[CH:20][N:19]=1. The yield is 0.964.